From a dataset of Reaction yield outcomes from USPTO patents with 853,638 reactions. Predict the reaction yield, written as a fraction of the theoretical maximum amount of product (1.0 means a 100% yield; for example, 0.34 means a 34% yield). (1) The reactants are [F:1][C:2]1[CH:7]=[CH:6][C:5](B(O)O)=[CH:4][C:3]=1[CH3:11].[NH2:12][C:13]1[N:14]=[C:15]([N:24]2[CH2:29][CH2:28][N:27]([C:30](=[O:40])[CH2:31][O:32][C:33]3[CH:38]=[CH:37][C:36]([Cl:39])=[CH:35][CH:34]=3)[CH2:26][CH2:25]2)[C:16]2[N:22]=[C:21](Cl)[CH:20]=[CH:19][C:17]=2[N:18]=1. No catalyst specified. The product is [NH2:12][C:13]1[N:14]=[C:15]([N:24]2[CH2:25][CH2:26][N:27]([C:30](=[O:40])[CH2:31][O:32][C:33]3[CH:38]=[CH:37][C:36]([Cl:39])=[CH:35][CH:34]=3)[CH2:28][CH2:29]2)[C:16]2[N:22]=[C:21]([C:5]3[CH:6]=[CH:7][C:2]([F:1])=[C:3]([CH3:11])[CH:4]=3)[CH:20]=[CH:19][C:17]=2[N:18]=1. The yield is 0.910. (2) The reactants are [Cl:1][C:2]1[CH:7]=[CH:6][CH:5]=[C:4]([Cl:8])[C:3]=1[C:9]1[C:13]([CH2:14][O:15][C:16]2[CH:17]=[C:18]3[C:22](=[CH:23][CH:24]=2)[N:21]([CH2:25][C:26]2[CH:27]=[C:28]([CH:33]=[CH:34][CH:35]=2)[C:29]([O:31]C)=[O:30])[CH:20]=[CH:19]3)=[C:12]([CH:36]([CH3:38])[CH3:37])[O:11][N:10]=1.[OH-].[Na+]. The catalyst is O1CCCC1.CO. The product is [Cl:8][C:4]1[CH:5]=[CH:6][CH:7]=[C:2]([Cl:1])[C:3]=1[C:9]1[C:13]([CH2:14][O:15][C:16]2[CH:17]=[C:18]3[C:22](=[CH:23][CH:24]=2)[N:21]([CH2:25][C:26]2[CH:27]=[C:28]([CH:33]=[CH:34][CH:35]=2)[C:29]([OH:31])=[O:30])[CH:20]=[CH:19]3)=[C:12]([CH:36]([CH3:38])[CH3:37])[O:11][N:10]=1. The yield is 0.740. (3) The catalyst is CN(C)C=O.C1C=CC([P]([Pd]([P](C2C=CC=CC=2)(C2C=CC=CC=2)C2C=CC=CC=2)([P](C2C=CC=CC=2)(C2C=CC=CC=2)C2C=CC=CC=2)[P](C2C=CC=CC=2)(C2C=CC=CC=2)C2C=CC=CC=2)(C2C=CC=CC=2)C2C=CC=CC=2)=CC=1. The product is [CH3:1][O:2][C:3](=[O:4])[C:5]1[CH:10]=[C:9]([C:23]2[CH:24]=[CH:25][C:20]([C:19]([F:30])([F:29])[F:18])=[CH:21][CH:22]=2)[CH:8]=[N:7][CH:6]=1. The reactants are [CH3:1][O:2][C:3]([C:5]1[CH:6]=[N:7][CH:8]=[C:9](Br)[CH:10]=1)=[O:4].C(=O)([O-])[O-].[Cs+].[Cs+].[F:18][C:19]([F:30])([F:29])[C:20]1[CH:25]=[CH:24][C:23](B(O)O)=[CH:22][CH:21]=1. The yield is 0.680. (4) The reactants are Br[CH2:2][C:3]1[CH:12]=[CH:11][C:10]2[C:5](=[CH:6][CH:7]=[C:8]([N+:13]([O-:15])=[O:14])[CH:9]=2)[N:4]=1.CCN(C(C)C)C(C)C.[C:25]1([CH:31]2[CH2:36][CH2:35][NH:34][CH2:33][CH2:32]2)[CH:30]=[CH:29][CH:28]=[CH:27][CH:26]=1. The catalyst is C1COCC1. The product is [N+:13]([C:8]1[CH:9]=[C:10]2[C:5](=[CH:6][CH:7]=1)[N:4]=[C:3]([CH2:2][N:34]1[CH2:35][CH2:36][CH:31]([C:25]3[CH:30]=[CH:29][CH:28]=[CH:27][CH:26]=3)[CH2:32][CH2:33]1)[CH:12]=[CH:11]2)([O-:15])=[O:14]. The yield is 0.810. (5) The reactants are S(Cl)(Cl)=O.[NH2:5][C@H:6]([C:14]([OH:16])=[O:15])[CH2:7][CH2:8][CH2:9][NH:10][C:11](=[NH:13])[NH2:12].[CH2:17](O)[CH2:18][CH2:19][CH2:20][CH2:21][CH2:22][CH2:23][CH3:24]. No catalyst specified. The product is [CH2:17]([O:15][C:14](=[O:16])[C@H:6]([CH2:7][CH2:8][CH2:9][NH:10][C:11](=[NH:12])[NH2:13])[NH2:5])[CH2:18][CH2:19][CH2:20][CH2:21][CH2:22][CH2:23][CH3:24]. The yield is 0.850. (6) The catalyst is CN(C=O)C. The yield is 0.780. The product is [C:1]([NH:8][CH2:9][CH2:10][C:11]1[CH:12]=[C:13]([F:21])[C:14]([C:15]#[N:17])=[C:18]([F:20])[CH:19]=1)([O:3][C:4]([CH3:6])([CH3:7])[CH3:5])=[O:2]. The reactants are [C:1]([NH:8][CH2:9][CH2:10][C:11]1[CH:19]=[C:18]([F:20])[C:14]([C:15]([NH2:17])=O)=[C:13]([F:21])[CH:12]=1)([O:3][C:4]([CH3:7])([CH3:6])[CH3:5])=[O:2].N1C(Cl)=NC(Cl)=NC=1Cl.O. (7) The reactants are [CH2:1]([O:3][C:4]([C:6]1[C:7]([CH3:26])=[C:8]([C:19]([O:21][C:22]([CH3:25])([CH3:24])[CH3:23])=[O:20])[NH:9][C:10]=1[CH2:11][CH2:12][CH2:13]OS(C)(=O)=O)=[O:5])[CH3:2].[CH3:27][N:28]([CH3:32])[CH2:29][CH2:30][NH2:31].C(OCC)(=O)C. The catalyst is [Cl-].[Na+].O. The product is [CH2:1]([O:3][C:4]([C:6]1[C:7]([CH3:26])=[C:8]([C:19]([O:21][C:22]([CH3:25])([CH3:24])[CH3:23])=[O:20])[NH:9][C:10]=1[CH2:11][CH2:12][CH2:13][NH:31][CH2:30][CH2:29][N:28]([CH3:32])[CH3:27])=[O:5])[CH3:2]. The yield is 0.459.